From a dataset of Peptide-MHC class II binding affinity with 134,281 pairs from IEDB. Regression. Given a peptide amino acid sequence and an MHC pseudo amino acid sequence, predict their binding affinity value. This is MHC class II binding data. (1) The peptide sequence is GQFRVIGPRHPIRAL. The MHC is HLA-DPA10201-DPB11401 with pseudo-sequence HLA-DPA10201-DPB11401. The binding affinity (normalized) is 0.624. (2) The peptide sequence is KSVPLEMLLINLTTI. The MHC is DRB1_1302 with pseudo-sequence DRB1_1302. The binding affinity (normalized) is 0.712. (3) The peptide sequence is GKGEWMTTEDMLEVW. The MHC is HLA-DQA10303-DQB10402 with pseudo-sequence HLA-DQA10303-DQB10402. The binding affinity (normalized) is 0. (4) The peptide sequence is KEKHEFLNRLKQLPLLESQI. The MHC is HLA-DQA10301-DQB10302 with pseudo-sequence HLA-DQA10301-DQB10302. The binding affinity (normalized) is 0.